From a dataset of Catalyst prediction with 721,799 reactions and 888 catalyst types from USPTO. Predict which catalyst facilitates the given reaction. (1) Reactant: [F:1][C:2]1[CH:3]=[C:4]([CH:7]=[CH:8][C:9]=1[OH:10])[C:5]#[N:6].[OH-:11].[K+]. Product: [F:1][C:2]1[CH:3]=[C:4]([CH:7]=[CH:8][C:9]=1[OH:10])[C:5]([NH2:6])=[O:11]. The catalyst class is: 8. (2) Reactant: [F:1][C:2]1[CH:7]=[CH:6][C:5]([CH2:8][C:9]([OH:11])=[O:10])=[C:4]([N+:12]([O-:14])=[O:13])[CH:3]=1.[CH3:15][C:16](O)([CH3:18])[CH3:17]. Product: [F:1][C:2]1[CH:7]=[CH:6][C:5]([CH2:8][C:9]([O:11][C:16]([CH3:18])([CH3:17])[CH3:15])=[O:10])=[C:4]([N+:12]([O-:14])=[O:13])[CH:3]=1. The catalyst class is: 230. (3) Reactant: [CH3:1][O:2][C:3]1[CH:8]=[N:7][N:6](COC)[C:5](=[O:12])[C:4]=1[C:13]1[CH:18]=[CH:17][C:16]([O:19][CH2:20][CH2:21][CH2:22][N:23]2[CH2:27][CH2:26][CH2:25][C@H:24]2[CH3:28])=[CH:15][CH:14]=1.Cl.[OH-].[Na+]. Product: [CH3:1][O:2][C:3]1[CH:8]=[N:7][NH:6][C:5](=[O:12])[C:4]=1[C:13]1[CH:14]=[CH:15][C:16]([O:19][CH2:20][CH2:21][CH2:22][N:23]2[CH2:27][CH2:26][CH2:25][C@H:24]2[CH3:28])=[CH:17][CH:18]=1. The catalyst class is: 5.